From a dataset of Forward reaction prediction with 1.9M reactions from USPTO patents (1976-2016). Predict the product of the given reaction. (1) Given the reactants [Br:1][C:2]1[CH:11]=[CH:10][C:5]2[C:6]([NH2:9])=[N:7][O:8][C:4]=2[CH:3]=1.[C:12](O[C:12]([O:14][C:15]([CH3:18])([CH3:17])[CH3:16])=[O:13])([O:14][C:15]([CH3:18])([CH3:17])[CH3:16])=[O:13].C(N(CC)CC)C.O, predict the reaction product. The product is: [Br:1][C:2]1[CH:11]=[CH:10][C:5]2[C:6]([NH:9][C:12](=[O:13])[O:14][C:15]([CH3:18])([CH3:17])[CH3:16])=[N:7][O:8][C:4]=2[CH:3]=1. (2) Given the reactants [NH2:1][CH2:2][CH:3]1[CH2:8][CH:7]([O:9][Si:10]([C:13]([CH3:16])([CH3:15])[CH3:14])([CH3:12])[CH3:11])[CH2:6][N:5]([C:17]([O:19][C:20]([CH3:23])([CH3:22])[CH3:21])=[O:18])[CH2:4]1.Cl[C:25]1[C:34]2[C:29](=[N:30][CH:31]=[CH:32][N:33]=2)[CH:28]=[C:27]([Cl:35])[N:26]=1.CCN(C(C)C)C(C)C, predict the reaction product. The product is: [Si:10]([O:9][CH:7]1[CH2:8][CH:3]([CH2:2][NH:1][C:25]2[C:34]3[C:29](=[N:30][CH:31]=[CH:32][N:33]=3)[CH:28]=[C:27]([Cl:35])[N:26]=2)[CH2:4][N:5]([C:17]([O:19][C:20]([CH3:23])([CH3:22])[CH3:21])=[O:18])[CH2:6]1)([C:13]([CH3:16])([CH3:15])[CH3:14])([CH3:12])[CH3:11]. (3) Given the reactants [Br:1]Br.[CH:3]1([C:9]([C:11]2[CH:16]=[CH:15][CH:14]=[CH:13][CH:12]=2)=[O:10])[CH2:8][CH2:7][CH2:6][CH2:5][CH2:4]1, predict the reaction product. The product is: [Br:1][C:11]1([C:9]([C:3]2[CH:4]=[CH:5][CH:6]=[CH:7][CH:8]=2)=[O:10])[CH2:12][CH2:13][CH2:14][CH2:15][CH2:16]1. (4) Given the reactants [NH2:1][C:2]1[N:7]=[CH:6][C:5]([N:8]2[CH2:13][CH2:12][N:11]([C:14]([O:16][C:17]([CH3:20])([CH3:19])[CH3:18])=[O:15])[CH2:10][C@H:9]2[CH3:21])=[CH:4][CH:3]=1.Br[C:23]1[C:24](=[O:31])[N:25]([CH3:30])[CH:26]=[C:27]([Br:29])[CH:28]=1.C(=O)([O-])[O-].[Cs+].[Cs+].CC1(C)C2C(=C(P(C3C=CC=CC=3)C3C=CC=CC=3)C=CC=2)OC2C(P(C3C=CC=CC=3)C3C=CC=CC=3)=CC=CC1=2, predict the reaction product. The product is: [Br:29][C:27]1[CH:28]=[C:23]([NH:1][C:2]2[N:7]=[CH:6][C:5]([N:8]3[CH2:13][CH2:12][N:11]([C:14]([O:16][C:17]([CH3:20])([CH3:19])[CH3:18])=[O:15])[CH2:10][C@H:9]3[CH3:21])=[CH:4][CH:3]=2)[C:24](=[O:31])[N:25]([CH3:30])[CH:26]=1. (5) Given the reactants [NH3:1].C1COCC1.[CH3:7][S:8]([CH2:11][S:12](Cl)(=[O:14])=[O:13])(=[O:10])=[O:9], predict the reaction product. The product is: [CH3:7][S:8]([CH2:11][S:12]([NH2:1])(=[O:14])=[O:13])(=[O:10])=[O:9]. (6) Given the reactants [F:1][C:2]([F:22])([F:21])[O:3][C:4]1[CH:9]=[CH:8][C:7]([N:10]2[CH2:14][CH2:13][C:12]3([CH2:19][CH2:18][NH:17][CH2:16][CH2:15]3)[C:11]2=[O:20])=[CH:6][CH:5]=1.O=C(Cl)[O:25][C:26](Cl)(Cl)Cl.[CH3:31][NH:32][CH2:33][CH2:34][CH2:35][CH2:36][CH3:37], predict the reaction product. The product is: [CH3:31][N:32]([CH2:33][CH2:34][CH2:35][CH2:36][CH3:37])[C:26]([N:17]1[CH2:16][CH2:15][C:12]2([C:11](=[O:20])[N:10]([C:7]3[CH:8]=[CH:9][C:4]([O:3][C:2]([F:1])([F:21])[F:22])=[CH:5][CH:6]=3)[CH2:14][CH2:13]2)[CH2:19][CH2:18]1)=[O:25]. (7) Given the reactants [C:1]([O:4][CH2:5][C:6]1[C:11](B2OC(C)(C)C(C)(C)O2)=[CH:10][CH:9]=[CH:8][C:7]=1[N:21]1[N:30]=[CH:29][C:28]2[C:23](=[C:24]([F:35])[CH:25]=[C:26]([C:31]([CH3:34])([CH3:33])[CH3:32])[CH:27]=2)[C:22]1=[O:36])(=[O:3])[CH3:2].Cl[C:38]1[CH:39]=[C:40]([NH:46][C:47]2[CH:59]=[C:50]3[CH2:51][N:52]([CH:55]4[CH2:58][O:57][CH2:56]4)[CH2:53][CH2:54][N:49]3[N:48]=2)[C:41](=[O:45])[N:42]([CH3:44])[N:43]=1.P([O-])([O-])([O-])=O.[K+].[K+].[K+].C1(P(C2CCCCC2)C2C=CC=CC=2C2C(C(C)C)=CC(C(C)C)=CC=2C(C)C)CCCCC1.[Cl-].[NH4+], predict the reaction product. The product is: [C:31]([C:26]1[CH:27]=[C:28]2[C:23](=[C:24]([F:35])[CH:25]=1)[C:22](=[O:36])[N:21]([C:7]1[CH:8]=[CH:9][CH:10]=[C:11]([C:38]3[CH:39]=[C:40]([NH:46][C:47]4[CH:59]=[C:50]5[CH2:51][N:52]([CH:55]6[CH2:58][O:57][CH2:56]6)[CH2:53][CH2:54][N:49]5[N:48]=4)[C:41](=[O:45])[N:42]([CH3:44])[N:43]=3)[C:6]=1[CH2:5][O:4][C:1](=[O:3])[CH3:2])[N:30]=[CH:29]2)([CH3:33])([CH3:32])[CH3:34].